Predict the reactants needed to synthesize the given product. From a dataset of Retrosynthesis with 50K atom-mapped reactions and 10 reaction types from USPTO. (1) Given the product CC(O[C@@H]1OC(=O)C[C@H]1C(C)(C)Br)c1cccc(Oc2ccccc2)c1, predict the reactants needed to synthesize it. The reactants are: CC(C)(Br)[C@@H]1CC(=O)O[C@H]1O.C[C@H](O)c1cccc(Oc2ccccc2)c1. (2) Given the product COC[C@H](CCN1C[C@@H](C)C[C@H](O)C1)N1CCN(c2cccc(C(F)(F)F)c2)CCC1=O, predict the reactants needed to synthesize it. The reactants are: COC[C@H](CC=O)N1CCN(c2cccc(C(F)(F)F)c2)CCC1=O.C[C@@H]1CNC[C@@H](O)C1. (3) Given the product OC1C(OCc2ccccc2)OC(COCc2ccccc2)C(OCc2ccccc2)C1OCc1ccccc1, predict the reactants needed to synthesize it. The reactants are: CC(=O)OC1C(OCc2ccccc2)OC(COCc2ccccc2)C(OCc2ccccc2)C1OCc1ccccc1. (4) Given the product Fc1nc(F)c(Cl)c(OCC(F)(F)F)c1F, predict the reactants needed to synthesize it. The reactants are: Fc1nc(F)c(Cl)c(F)c1F.OCC(F)(F)F. (5) Given the product CC(=O)c1cc(C#C[Si](C)(C)C)c(O)c(Cl)n1, predict the reactants needed to synthesize it. The reactants are: C#C[Si](C)(C)C.CC(=O)c1cc(I)c(O)c(Cl)n1. (6) The reactants are: CC1=C(C#N)C(c2ccc3c(c2)c(C)nn3C(=O)OC(C)(C)C)C(C#N)=C(C)N1C. Given the product CC1=C(C#N)C(c2ccc3[nH]nc(C)c3c2)C(C#N)=C(C)N1C, predict the reactants needed to synthesize it. (7) Given the product Nc1ccc(Oc2ccnc3c([N+](=O)[O-])cccc23)cc1, predict the reactants needed to synthesize it. The reactants are: Nc1ccc(O)cc1.O=[N+]([O-])c1cccc2c(Cl)ccnc12.